Dataset: Catalyst prediction with 721,799 reactions and 888 catalyst types from USPTO. Task: Predict which catalyst facilitates the given reaction. (1) Reactant: [NH2:1][C:2]1[C:3]([Cl:19])=[N:4][C:5]2[C:10]([C:11]=1[NH:12][CH2:13][C:14]([CH3:17])([OH:16])[CH3:15])=[CH:9][CH:8]=[C:7]([Br:18])[CH:6]=2.[N:20]#[C:21]Br. Product: [BrH:18].[NH2:20][C:21]1[N:12]([CH2:13][C:14]([CH3:17])([OH:16])[CH3:15])[C:11]2[C:10]3[CH:9]=[CH:8][C:7]([Br:18])=[CH:6][C:5]=3[N:4]=[C:3]([Cl:19])[C:2]=2[N:1]=1. The catalyst class is: 8. (2) Reactant: [Cl:1][C:2]1[C:3]([C:12]([F:15])([F:14])[F:13])=[CH:4][C:5]([N+:9]([O-:11])=[O:10])=[C:6]([NH2:8])[CH:7]=1.[CH3:16][C:17]([O:20][C:21](O[C:21]([O:20][C:17]([CH3:19])([CH3:18])[CH3:16])=[O:22])=[O:22])([CH3:19])[CH3:18].C(O)(C(F)(F)F)=O. Product: [C:17]([O:20][C:21](=[O:22])[NH:8][C:6]1[CH:7]=[C:2]([Cl:1])[C:3]([C:12]([F:13])([F:14])[F:15])=[CH:4][C:5]=1[N+:9]([O-:11])=[O:10])([CH3:19])([CH3:18])[CH3:16]. The catalyst class is: 2. (3) Product: [ClH:1].[NH2:20][C:21]1[C:26]([C:27](=[O:32])[C:28]([F:29])([F:31])[F:30])=[CH:25][CH:24]=[C:23]([NH:33][CH2:34][CH2:35][NH:36][C:2]2[C:3]3[N:4]([N:16]=[CH:17][N:18]=3)[CH:5]=[C:6]([C:8]3[CH:13]=[CH:12][C:11]([F:14])=[CH:10][C:9]=3[F:15])[N:7]=2)[N:22]=1. Reactant: [Cl:1][C:2]1[C:3]2[N:4]([N:16]=[CH:17][N:18]=2)[CH:5]=[C:6]([C:8]2[CH:13]=[CH:12][C:11]([F:14])=[CH:10][C:9]=2[F:15])[N:7]=1.Cl.[NH2:20][C:21]1[C:26]([C:27](=[O:32])[C:28]([F:31])([F:30])[F:29])=[CH:25][CH:24]=[C:23]([NH:33][CH2:34][CH2:35][NH2:36])[N:22]=1.C(N(CC)C(C)C)(C)C. The catalyst class is: 16. (4) Reactant: [C:1]1([C@@H:7]2[CH2:9][C@H:8]2[C:10](Cl)=[O:11])[CH:6]=[CH:5][CH:4]=[CH:3][CH:2]=1.[NH2:13][C:14]1[CH:19]=[CH:18][C:17]([C:20]2[C:28]3[C:23](=[N:24][CH:25]=[N:26][C:27]=3[NH2:29])[N:22]([CH:30]3[CH2:35][CH2:34][N:33]([CH:36]4[CH2:41][CH2:40][N:39]([CH3:42])[CH2:38][CH2:37]4)[CH2:32][CH2:31]3)[N:21]=2)=[CH:16][C:15]=1[O:43][CH3:44]. Product: [NH2:29][C:27]1[N:26]=[CH:25][N:24]=[C:23]2[N:22]([CH:30]3[CH2:35][CH2:34][N:33]([CH:36]4[CH2:41][CH2:40][N:39]([CH3:42])[CH2:38][CH2:37]4)[CH2:32][CH2:31]3)[N:21]=[C:20]([C:17]3[CH:18]=[CH:19][C:14]([NH:13][C:10]([C@@H:8]4[CH2:9][C@H:7]4[C:1]4[CH:6]=[CH:5][CH:4]=[CH:3][CH:2]=4)=[O:11])=[C:15]([O:43][CH3:44])[CH:16]=3)[C:28]=12. The catalyst class is: 17. (5) Reactant: [C:1]([O:7]C)(=O)[CH2:2][C:3]([CH3:5])=O.[CH3:9][C:10]1[C:11]([C:16]2[C:21]([CH3:22])=[CH:20][C:19]([CH3:23])=[CH:18][C:17]=2[CH3:24])=[C:12]([NH2:15])[NH:13][N:14]=1. Product: [CH3:9][C:10]1[C:11]([C:16]2[C:17]([CH3:24])=[CH:18][C:19]([CH3:23])=[CH:20][C:21]=2[CH3:22])=[C:12]2[NH:15][C:3]([CH3:5])=[CH:2][C:1](=[O:7])[N:13]2[N:14]=1. The catalyst class is: 15.